From a dataset of Forward reaction prediction with 1.9M reactions from USPTO patents (1976-2016). Predict the product of the given reaction. (1) Given the reactants N1C=CC=CC=1.Cl.[CH3:8][O:9][C:10](=[O:13])[CH2:11][NH2:12].[CH:14]([C:16]1[CH:17]=[C:18]([CH:22]=[CH:23][CH:24]=1)[C:19](Cl)=[O:20])=[O:15], predict the reaction product. The product is: [CH3:8][O:9][C:10]([CH2:11][NH:12][C:14]([C:16]1[CH:17]=[C:18]([CH:22]=[CH:23][CH:24]=1)[CH:19]=[O:20])=[O:15])=[O:13]. (2) Given the reactants Br[C:2]1[CH:9]=[C:8]([F:10])[CH:7]=[C:6]([N:11]2[N:20]=[CH:19][C:18]3[C:13](=[C:14]([F:25])[CH:15]=[C:16]([C:21]([CH3:24])([CH3:23])[CH3:22])[CH:17]=3)[C:12]2=[O:26])[C:3]=1[CH:4]=[O:5].[CH3:27][N:28]1[CH:33]=[C:32](B2OC(C)(C)C(C)(C)O2)[CH:31]=[C:30]([NH:43][C:44]2[CH:49]=[CH:48][C:47]([N:50]3[CH2:55][CH2:54][N:53]([CH:56]4[CH2:59][O:58][CH2:57]4)[CH2:52][C@@H:51]3[CH3:60])=[CH:46][N:45]=2)[C:29]1=[O:61].[O-]P([O-])([O-])=O.[K+].[K+].[K+].C([O-])(=O)C.[Na+], predict the reaction product. The product is: [C:21]([C:16]1[CH:17]=[C:18]2[C:13](=[C:14]([F:25])[CH:15]=1)[C:12](=[O:26])[N:11]([C:6]1[CH:7]=[C:8]([F:10])[CH:9]=[C:2]([C:32]3[CH:31]=[C:30]([NH:43][C:44]4[CH:49]=[CH:48][C:47]([N:50]5[CH2:55][CH2:54][N:53]([CH:56]6[CH2:57][O:58][CH2:59]6)[CH2:52][C@@H:51]5[CH3:60])=[CH:46][N:45]=4)[C:29](=[O:61])[N:28]([CH3:27])[CH:33]=3)[C:3]=1[CH:4]=[O:5])[N:20]=[CH:19]2)([CH3:24])([CH3:22])[CH3:23].